This data is from Catalyst prediction with 721,799 reactions and 888 catalyst types from USPTO. The task is: Predict which catalyst facilitates the given reaction. (1) Reactant: [N:1]1[CH:6]=[CH:5][N:4]=[CH:3][C:2]=1[C:7]1[N:11]2[CH2:12][CH2:13][NH:14][C:15](=[O:16])[C:10]2=[N:9][N:8]=1.C(=O)([O-])[O-].[Cs+].[Cs+].Br[CH2:24][C:25]1[CH:30]=[CH:29][CH:28]=[C:27]([Cl:31])[C:26]=1[Cl:32].CO. Product: [Cl:32][C:26]1[C:27]([Cl:31])=[CH:28][CH:29]=[CH:30][C:25]=1[CH2:24][N:14]1[CH2:13][CH2:12][N:11]2[C:7]([C:2]3[CH:3]=[N:4][CH:5]=[CH:6][N:1]=3)=[N:8][N:9]=[C:10]2[C:15]1=[O:16]. The catalyst class is: 3. (2) Reactant: [O:1]=[C:2]1[CH:11]=[CH:10][C:9]2[C:4](=[CH:5][C:6]([C:12]#[N:13])=[CH:7][CH:8]=2)[NH:3]1.CS(O[CH2:19][CH2:20][N:21]1[CH2:26][CH2:25][C@@H:24]([NH:27][C:28]([O:30][C:31]([CH3:34])([CH3:33])[CH3:32])=[O:29])[C@@H:23]([O:35][CH3:36])[CH2:22]1)(=O)=O.[H-].[Na+]. Product: [C:12]([C:6]1[CH:5]=[C:4]2[C:9]([CH:10]=[CH:11][C:2](=[O:1])[N:3]2[CH2:19][CH2:20][N:21]2[CH2:26][CH2:25][C@@H:24]([NH:27][C:28](=[O:29])[O:30][C:31]([CH3:32])([CH3:34])[CH3:33])[C@@H:23]([O:35][CH3:36])[CH2:22]2)=[CH:8][CH:7]=1)#[N:13]. The catalyst class is: 21. (3) Reactant: [Cl:1][C:2]1[N:7]=[N:6][C:5]([CH:8](C(OCC)=O)[C:9]([O:11][CH2:12][CH3:13])=[O:10])=[C:4]([CH3:19])[CH:3]=1.CS(C)=O.[Cl-].[Na+]. Product: [Cl:1][C:2]1[N:7]=[N:6][C:5]([CH2:8][C:9]([O:11][CH2:12][CH3:13])=[O:10])=[C:4]([CH3:19])[CH:3]=1. The catalyst class is: 6. (4) Reactant: C([O:3][C:4](=[O:21])[CH2:5][CH2:6][C:7]([C:9]1[CH:10]=[C:11]([C:15]2[CH:20]=[CH:19][CH:18]=[CH:17][CH:16]=2)[CH:12]=[CH:13][CH:14]=1)=[O:8])C.O[Li].O. Product: [C:11]1([C:15]2[CH:16]=[CH:17][CH:18]=[CH:19][CH:20]=2)[CH:12]=[CH:13][CH:14]=[C:9]([C:7](=[O:8])[CH2:6][CH2:5][C:4]([OH:21])=[O:3])[CH:10]=1. The catalyst class is: 30. (5) Reactant: [CH3:1][O:2][C:3]1[CH:4]=[C:5]2[C:10](=[CH:11][C:12]=1[O:13][CH3:14])[N:9]=[CH:8][CH:7]=[C:6]2[O:15][C:16]1[C:22]([CH3:23])=[CH:21][C:19]([NH2:20])=[C:18]([CH3:24])[CH:17]=1.C(N(CC)CC)C.ClC(Cl)(O[C:36](=[O:42])OC(Cl)(Cl)Cl)Cl.[N:44]1([CH2:50][CH2:51][NH2:52])[CH2:49][CH2:48][CH2:47][CH2:46][CH2:45]1. Product: [CH3:1][O:2][C:3]1[CH:4]=[C:5]2[C:10](=[CH:11][C:12]=1[O:13][CH3:14])[N:9]=[CH:8][CH:7]=[C:6]2[O:15][C:16]1[C:22]([CH3:23])=[CH:21][C:19]([NH:20][C:36]([NH:52][CH2:51][CH2:50][N:44]2[CH2:49][CH2:48][CH2:47][CH2:46][CH2:45]2)=[O:42])=[C:18]([CH3:24])[CH:17]=1. The catalyst class is: 146. (6) Reactant: [O:1]1[CH2:6][CH2:5][CH2:4][O:3][CH:2]1[C:7]1[CH:12]=[CH:11][C:10]([C:13]2[S:14][C:15]3[C:20]([N:21]=2)=[CH:19][CH:18]=[C:17]([C:22]([CH:24]2[CH2:27][C:26]([F:29])([F:28])[CH2:25]2)=[CH2:23])[N:16]=3)=[C:9]([F:30])[CH:8]=1.[I-].[CH3:32][S+](C)(C)=O.CC([O-])(C)C.[K+]. Product: [O:3]1[CH2:4][CH2:5][CH2:6][O:1][CH:2]1[C:7]1[CH:12]=[CH:11][C:10]([C:13]2[S:14][C:15]3[C:20]([N:21]=2)=[CH:19][CH:18]=[C:17]([C:22]2([CH:24]4[CH2:27][C:26]([F:29])([F:28])[CH2:25]4)[CH2:32][CH2:23]2)[N:16]=3)=[C:9]([F:30])[CH:8]=1. The catalyst class is: 774. (7) Reactant: [CH3:1][O:2][C:3]1[CH:4]=[C:5]([NH:13][C:14](=[O:22])OC2C=CC=CC=2)[CH:6]=[CH:7][C:8]=1[C:9]([F:12])([F:11])[F:10].[CH3:23][O:24][C:25]1[CH:26]=[C:27]2[C:32](=[CH:33][C:34]=1[O:35][CH2:36][CH2:37][O:38][CH3:39])[N:31]=[CH:30][N:29]=[C:28]2[O:40][C:41]1[CH:42]=[C:43]([CH:45]=[CH:46][CH:47]=1)[NH2:44].C(N(C(C)C)CC)(C)C. Product: [CH3:1][O:2][C:3]1[CH:4]=[C:5]([NH:13][C:14]([NH:44][C:43]2[CH:45]=[CH:46][CH:47]=[C:41]([O:40][C:28]3[C:27]4[C:32](=[CH:33][C:34]([O:35][CH2:36][CH2:37][O:38][CH3:39])=[C:25]([O:24][CH3:23])[CH:26]=4)[N:31]=[CH:30][N:29]=3)[CH:42]=2)=[O:22])[CH:6]=[CH:7][C:8]=1[C:9]([F:10])([F:11])[F:12]. The catalyst class is: 142. (8) Reactant: [H-].[Na+].[OH:3][C:4]1[C:9]([CH2:10][C:11]([O:13][CH2:14][CH3:15])=[O:12])=[C:8]([OH:16])[N:7]=[C:6]([SH:17])[N:5]=1.[F:18][C:19]1[C:26]([F:27])=[CH:25][CH:24]=[CH:23][C:20]=1[CH2:21]Br.O. Product: [F:18][C:19]1[C:26]([F:27])=[CH:25][CH:24]=[CH:23][C:20]=1[CH2:21][S:17][C:6]1[N:7]=[C:8]([OH:16])[C:9]([CH2:10][C:11]([O:13][CH2:14][CH3:15])=[O:12])=[C:4]([OH:3])[N:5]=1. The catalyst class is: 3. (9) Reactant: [Cl:1][C:2]1[C:3]([NH:23][CH3:24])=[N:4][C:5]([NH:8][C:9]2[CH:18]=[CH:17][C:12]([C:13]([O:15]C)=[O:14])=[CH:11][C:10]=2[O:19][CH:20]([F:22])[F:21])=[N:6][CH:7]=1.[OH-].[Li+].Cl. Product: [Cl:1][C:2]1[C:3]([NH:23][CH3:24])=[N:4][C:5]([NH:8][C:9]2[CH:18]=[CH:17][C:12]([C:13]([OH:15])=[O:14])=[CH:11][C:10]=2[O:19][CH:20]([F:21])[F:22])=[N:6][CH:7]=1. The catalyst class is: 20. (10) Reactant: [CH:1]([C:4]1[O:5][CH:6]=[C:7]([C:9]2[CH:14]=[CH:13][CH:12]=[C:11]([N+:15]([O-])=O)[CH:10]=2)[N:8]=1)([CH3:3])[CH3:2].[Cl-].[NH4+]. Product: [CH:1]([C:4]1[O:5][CH:6]=[C:7]([C:9]2[CH:10]=[C:11]([CH:12]=[CH:13][CH:14]=2)[NH2:15])[N:8]=1)([CH3:3])[CH3:2]. The catalyst class is: 490.